Dataset: Catalyst prediction with 721,799 reactions and 888 catalyst types from USPTO. Task: Predict which catalyst facilitates the given reaction. (1) Reactant: [Cl:1][C:2]1[CH:3]=[C:4]([C@@H:8]([OH:33])[C@H:9]([N:17]([CH2:29][CH:30]2[CH2:32][CH2:31]2)[C:18](=[O:28])/[CH:19]=[CH:20]/[C:21]([O:23][C:24]([CH3:27])([CH3:26])[CH3:25])=[O:22])[C:10]2[CH:15]=[CH:14][C:13]([Cl:16])=[CH:12][CH:11]=2)[CH:5]=[CH:6][CH:7]=1.[H-].[Na+]. Product: [Cl:1][C:2]1[CH:3]=[C:4]([C@@H:8]2[C@@H:9]([C:10]3[CH:15]=[CH:14][C:13]([Cl:16])=[CH:12][CH:11]=3)[N:17]([CH2:29][CH:30]3[CH2:31][CH2:32]3)[C:18](=[O:28])[C@@H:19]([CH2:20][C:21]([O:23][C:24]([CH3:26])([CH3:27])[CH3:25])=[O:22])[O:33]2)[CH:5]=[CH:6][CH:7]=1.[Cl:1][C:2]1[CH:3]=[C:4]([C@@H:8]2[C@@H:9]([C:10]3[CH:15]=[CH:14][C:13]([Cl:16])=[CH:12][CH:11]=3)[N:17]([CH2:29][CH:30]3[CH2:31][CH2:32]3)[C:18](=[O:28])[C@H:19]([CH2:20][C:21]([O:23][C:24]([CH3:26])([CH3:27])[CH3:25])=[O:22])[O:33]2)[CH:5]=[CH:6][CH:7]=1. The catalyst class is: 1. (2) Reactant: [CH2:1]([N:8]1[C@H:13]([C:14](OCC)=[O:15])[CH2:12][N:11]([S:19]([C:22]2[CH:27]=[CH:26][CH:25]=[CH:24][CH:23]=2)(=[O:21])=[O:20])[CH2:10][C@@H:9]1[C:28](OCC)=[O:29])[C:2]1[CH:7]=[CH:6][CH:5]=[CH:4][CH:3]=1.C([O-])([O-])=O.[Na+].[Na+]. Product: [CH2:1]([N:8]1[CH:13]([CH2:14][OH:15])[CH2:12][N:11]([S:19]([C:22]2[CH:23]=[CH:24][CH:25]=[CH:26][CH:27]=2)(=[O:21])=[O:20])[CH2:10][CH:9]1[CH2:28][OH:29])[C:2]1[CH:3]=[CH:4][CH:5]=[CH:6][CH:7]=1. The catalyst class is: 1. (3) Reactant: [NH2:1][C:2]1[CH:3]=[C:4]([CH:10]=[CH:11][C:12]=1[C:13]#[C:14][CH:15]([CH3:17])[CH3:16])[C:5]([O:7][CH2:8][CH3:9])=[O:6]. Product: [CH:15]([C:14]1[NH:1][C:2]2[C:12]([CH:13]=1)=[CH:11][CH:10]=[C:4]([C:5]([O:7][CH2:8][CH3:9])=[O:6])[CH:3]=2)([CH3:16])[CH3:17]. The catalyst class is: 122. (4) Reactant: Br[C:2]1[S:3][CH:4]=[CH:5][N:6]=1.CCCCCC.C([Li])CCC.[F:18][C:19]1[CH:26]=[CH:25][C:24]([F:27])=[CH:23][C:20]=1[CH:21]=[O:22].[Cl-].[NH4+]. Product: [F:18][C:19]1[CH:26]=[CH:25][C:24]([F:27])=[CH:23][C:20]=1[CH:21]([OH:22])[C:2]1[S:3][CH:4]=[CH:5][N:6]=1. The catalyst class is: 7. (5) Reactant: [C:1](#[N:4])[CH:2]=[CH2:3].[CH2:5]([N:12]1[CH2:17][CH:16]2[CH2:18][CH:13]1[CH2:14][NH:15]2)[C:6]1[CH:11]=[CH:10][CH:9]=[CH:8][CH:7]=1. Product: [CH2:5]([N:12]1[CH2:17][CH:16]2[CH2:18][CH:13]1[CH2:14][N:15]2[CH2:3][CH2:2][C:1]#[N:4])[C:6]1[CH:7]=[CH:8][CH:9]=[CH:10][CH:11]=1. The catalyst class is: 11.